From a dataset of Full USPTO retrosynthesis dataset with 1.9M reactions from patents (1976-2016). Predict the reactants needed to synthesize the given product. (1) Given the product [CH:24]1([C:27]2[C:28]([N:36]3[CH2:37][CH2:38][N:39]([C:9]([C:8]4[CH:13]=[CH:14][C:15]([N:17]5[CH2:21][CH2:20][O:19][C:18]5=[O:22])=[CH:16][C:7]=4[N:3]4[CH2:4][CH2:5][CH2:6][S:2]4(=[O:1])=[O:23])=[O:11])[CH2:40][CH2:41]3)=[N:29][CH:30]=[C:31]([CH:33]3[CH2:35][CH2:34]3)[CH:32]=2)[CH2:25][CH2:26]1, predict the reactants needed to synthesize it. The reactants are: [O:1]=[S:2]1(=[O:23])[CH2:6][CH2:5][CH2:4][N:3]1[C:7]1[CH:16]=[C:15]([N:17]2[CH2:21][CH2:20][O:19][C:18]2=[O:22])[CH:14]=[CH:13][C:8]=1[C:9]([O:11]C)=O.[CH:24]1([C:27]2[C:28]([N:36]3[CH2:41][CH2:40][NH:39][CH2:38][CH2:37]3)=[N:29][CH:30]=[C:31]([CH:33]3[CH2:35][CH2:34]3)[CH:32]=2)[CH2:26][CH2:25]1. (2) Given the product [CH3:14][O:3][C:4]1[CH:12]=[CH:11][CH:10]=[C:9]2[C:5]=1[CH2:6][O:7][C:8]2=[O:13], predict the reactants needed to synthesize it. The reactants are: IC.[OH:3][C:4]1[CH:12]=[CH:11][CH:10]=[C:9]2[C:5]=1[CH2:6][O:7][C:8]2=[O:13].[C:14](=O)([O-])[O-].[K+].[K+].